Dataset: NCI-60 drug combinations with 297,098 pairs across 59 cell lines. Task: Regression. Given two drug SMILES strings and cell line genomic features, predict the synergy score measuring deviation from expected non-interaction effect. Drug 1: CC1=C(C(CCC1)(C)C)C=CC(=CC=CC(=CC(=O)O)C)C. Drug 2: C1CC(C1)(C(=O)O)C(=O)O.[NH2-].[NH2-].[Pt+2]. Cell line: A549. Synergy scores: CSS=34.6, Synergy_ZIP=-5.95, Synergy_Bliss=-0.468, Synergy_Loewe=1.57, Synergy_HSA=3.37.